This data is from Reaction yield outcomes from USPTO patents with 853,638 reactions. The task is: Predict the reaction yield, written as a fraction of the theoretical maximum amount of product (1.0 means a 100% yield; for example, 0.34 means a 34% yield). (1) The reactants are [CH2:1]1[O:5][C:4]2[CH:6]=[C:7]([OH:10])[CH:8]=[CH:9][C:3]=2[O:2]1.C1(=O)O[CH2:14][CH2:13][O:12]1. The yield is 0.990. No catalyst specified. The product is [O:2]1[C:3]2[CH:9]=[CH:8][C:7]([O:10][CH2:14][CH2:13][OH:12])=[CH:6][C:4]=2[O:5][CH2:1]1. (2) The reactants are [CH3:1][O:2][C:3]1[CH:4]=[CH:5][C:6]2[CH:10]=[C:9]([NH:11][S:12]([C:15]3[CH:16]=[N:17][CH:18]=[CH:19][CH:20]=3)(=[O:14])=[O:13])[S:8][C:7]=2[CH:21]=1.CC(C)([O-])C.[K+].[F:28][C:29]1[CH:30]=[C:31]([CH:34]=[CH:35][C:36]=1[F:37])[CH2:32]Br. The catalyst is C1COCC1.CCOC(C)=O. The product is [F:28][C:29]1[CH:30]=[C:31]([CH:34]=[CH:35][C:36]=1[F:37])[CH2:32][N:11]([C:9]1[S:8][C:7]2[CH:21]=[C:3]([O:2][CH3:1])[CH:4]=[CH:5][C:6]=2[CH:10]=1)[S:12]([C:15]1[CH:16]=[N:17][CH:18]=[CH:19][CH:20]=1)(=[O:14])=[O:13]. The yield is 0.660. (3) The reactants are [Cl:1][C:2]1[CH:3]=[C:4]([S:8][C:9]2[C:13]3[CH:14]=[CH:15][CH:16]=[CH:17][C:12]=3[S:11][C:10]=2[NH2:18])[CH:5]=[CH:6][CH:7]=1.Cl. The catalyst is C(OCC)C. The product is [ClH:1].[Cl:1][C:2]1[CH:3]=[C:4]([S:8][C:9]2[C:13]3[CH:14]=[CH:15][CH:16]=[CH:17][C:12]=3[S:11][C:10]=2[NH2:18])[CH:5]=[CH:6][CH:7]=1. The yield is 0.600.